From a dataset of Forward reaction prediction with 1.9M reactions from USPTO patents (1976-2016). Predict the product of the given reaction. (1) The product is: [OH:26][C@@H:27]([CH2:39][O:40][CH:41]([CH3:43])[CH3:42])[C:28]([NH:30][C:31]1[CH:36]=[CH:35][C:34]([S:37][CH3:38])=[CH:33][N:32]=1)=[O:29]. Given the reactants [F-].C([N+](CCCC)(CCCC)CCCC)CCC.[Si]([O:26][C@@H:27]([CH2:39][O:40][CH:41]([CH3:43])[CH3:42])[C:28]([NH:30][C:31]1[CH:36]=[CH:35][C:34]([S:37][CH3:38])=[CH:33][N:32]=1)=[O:29])(C(C)(C)C)(C)C, predict the reaction product. (2) Given the reactants [CH3:1][C:2]([CH3:29])([CH3:28])[CH2:3][CH2:4][NH:5][CH:6]([C:8]1[O:12][C:11]([NH:13][C:14]([C@@H:16]([NH:20]C(=O)OC(C)(C)C)[CH2:17][CH2:18][CH3:19])=[O:15])=[N:10][CH:9]=1)[CH3:7].Cl.O1CCOCC1, predict the reaction product. The product is: [CH3:29][C:2]([CH3:1])([CH3:28])[CH2:3][CH2:4][NH:5][CH:6]([C:8]1[O:12][C:11]([NH:13][C:14](=[O:15])[C@@H:16]([NH2:20])[CH2:17][CH2:18][CH3:19])=[N:10][CH:9]=1)[CH3:7]. (3) The product is: [CH2:23]([O:22][CH2:21][CH:10]([CH2:9][O:8][CH2:1][C:2]1[CH:3]=[CH:4][CH:5]=[CH:6][CH:7]=1)[O:11][CH2:12][CH2:13][OH:14])[C:24]1[CH:25]=[CH:26][CH:27]=[CH:28][CH:29]=1. Given the reactants [CH2:1]([O:8][CH2:9][CH:10]([CH2:21][O:22][CH2:23][C:24]1[CH:29]=[CH:28][CH:27]=[CH:26][CH:25]=1)[O:11][CH2:12][CH2:13][O:14]C1CCCCO1)[C:2]1[CH:7]=[CH:6][CH:5]=[CH:4][CH:3]=1.Cl.[OH-].[Na+], predict the reaction product. (4) Given the reactants [CH2:1]1[C:6]2[CH:7]=[CH:8][C:9]([N:11]3[CH2:15][C@H:14]([CH2:16][NH:17][C:18](=[O:20])[CH3:19])[O:13][C:12]3=[O:21])=[CH:10][C:5]=2[CH2:4][CH2:3]S1.C[N+]1([O-])CCOCC1.[OH:30][S:31]([O-:33])=O.[Na+], predict the reaction product. The product is: [O:30]=[S:31]1(=[O:33])[CH2:3][CH2:4][C:5]2[CH:10]=[C:9]([N:11]3[CH2:15][C@H:14]([CH2:16][NH:17][C:18](=[O:20])[CH3:19])[O:13][C:12]3=[O:21])[CH:8]=[CH:7][C:6]=2[CH2:1]1. (5) Given the reactants CC(C)([O-])C.[K+].Cl.C[NH:9]O.[Cl:11][C:12]1[CH:13]=[C:14]([C:18]([N+:21]([O-:23])=[O:22])=[CH:19][CH:20]=1)[C:15]([OH:17])=[O:16], predict the reaction product. The product is: [NH2:9][C:19]1[C:18]([N+:21]([O-:23])=[O:22])=[C:14]([CH:13]=[C:12]([Cl:11])[CH:20]=1)[C:15]([OH:17])=[O:16].